This data is from Catalyst prediction with 721,799 reactions and 888 catalyst types from USPTO. The task is: Predict which catalyst facilitates the given reaction. (1) Reactant: C([C:5]1[CH:10]=[CH:9][C:8](C)=[C:7]([OH:12])[C:6]=1[CH2:13][CH2:14][CH2:15][CH3:16])CCC.[C:17](O)(=[O:20])[CH:18]=[CH2:19].[Cl-].C[NH+](C)C. Product: [CH:16]1[CH:15]=[C:14]([CH2:13][C:6]2[C:7]([OH:12])=[CH:8][CH:9]=[CH:10][CH:5]=2)[C:17]([OH:20])=[CH:18][CH:19]=1. The catalyst class is: 11. (2) Reactant: [C:1]([C:4]1[CH:5]=[CH:6][C:7]2[N:11]=[C:10]([CH:12]3[CH2:14][CH2:13]3)[N:9]([CH2:15][C:16]3[CH:21]=[CH:20][CH:19]=[CH:18][C:17]=3[Cl:22])[C:8]=2[CH:23]=1)(O)=[O:2].C(Cl)(=O)C([Cl:27])=O. Product: [ClH:22].[Cl:22][C:17]1[CH:18]=[CH:19][CH:20]=[CH:21][C:16]=1[CH2:15][N:9]1[C:8]2[CH:23]=[C:4]([C:1]([Cl:27])=[O:2])[CH:5]=[CH:6][C:7]=2[N:11]=[C:10]1[CH:12]1[CH2:14][CH2:13]1. The catalyst class is: 454. (3) Reactant: C([OH:8])C1C=CC=CC=1.C1COCC1.CC(C)([O-])C.[K+].[F:20][C:21]1[CH:22]=[C:23]([CH:31]=[C:32]([F:35])[C:33]=1F)[C:24]([O:26][C:27]([CH3:30])([CH3:29])[CH3:28])=[O:25]. Product: [F:20][C:21]1[CH:22]=[C:23]([CH:31]=[C:32]([F:35])[C:33]=1[OH:8])[C:24]([O:26][C:27]([CH3:30])([CH3:29])[CH3:28])=[O:25]. The catalyst class is: 6. (4) Reactant: [OH:1][C:2]1([C:5]([OH:7])=O)[CH2:4][CH2:3]1.[F:8][C:9]1[CH:14]=[CH:13][CH:12]=[CH:11][C:10]=1[N:15]1[C:23]2[C:18](=[C:19]([N:24]3[CH2:31][C@@H:30]4[C@@H:26]([NH:27][CH2:28][CH2:29]4)[C:25]3=[O:32])[CH:20]=[CH:21][CH:22]=2)[CH:17]=[N:16]1.C(N(CC)CC)C.F[P-](F)(F)(F)(F)F.CN(C(N1C2C(=NC=CC=2)[N+]([O-])=N1)=[N+](C)C)C. Product: [F:8][C:9]1[CH:14]=[CH:13][CH:12]=[CH:11][C:10]=1[N:15]1[C:23]2[C:18](=[C:19]([N:24]3[CH2:31][C@@H:30]4[C@@H:26]([N:27]([C:5]([C:2]5([OH:1])[CH2:4][CH2:3]5)=[O:7])[CH2:28][CH2:29]4)[C:25]3=[O:32])[CH:20]=[CH:21][CH:22]=2)[CH:17]=[N:16]1. The catalyst class is: 115. (5) Reactant: [C:1](Cl)(=[O:3])[CH3:2].C(N(CC)CC)C.[F:12][CH:13]([F:43])[O:14][C:15]1[CH:20]=[CH:19][CH:18]=[CH:17][C:16]=1[CH2:21][C:22]1[N:26]2[CH:27]=[C:28]([C:32]3[CH:37]=[CH:36][C:35]([S:38]([NH2:41])(=[O:40])=[O:39])=[CH:34][CH:33]=3)[C:29]([CH3:31])=[CH:30][C:25]2=[N:24][C:23]=1[CH3:42]. Product: [F:43][CH:13]([F:12])[O:14][C:15]1[CH:20]=[CH:19][CH:18]=[CH:17][C:16]=1[CH2:21][C:22]1[N:26]2[CH:27]=[C:28]([C:32]3[CH:37]=[CH:36][C:35]([S:38]([NH:41][C:1](=[O:3])[CH3:2])(=[O:39])=[O:40])=[CH:34][CH:33]=3)[C:29]([CH3:31])=[CH:30][C:25]2=[N:24][C:23]=1[CH3:42]. The catalyst class is: 2.